Dataset: hERG potassium channel inhibition data for cardiac toxicity prediction from Karim et al.. Task: Regression/Classification. Given a drug SMILES string, predict its toxicity properties. Task type varies by dataset: regression for continuous values (e.g., LD50, hERG inhibition percentage) or binary classification for toxic/non-toxic outcomes (e.g., AMES mutagenicity, cardiotoxicity, hepatotoxicity). Dataset: herg_karim. (1) The compound is COc1ccccc1-c1ccc(OCCCN2CCCCC2)cc1. The result is 1 (blocker). (2) The molecule is COc1ccc2ncc(F)c([C@@H](O)CC[C@@H]3CCN(C4CC(c5ccccc5)C4)C[C@@H]3C(=O)O)c2c1. The result is 0 (non-blocker). (3) The molecule is CN1CCc2cccc3c2C1Cc1ccc(O)c(O)c1-3. The result is 1 (blocker). (4) The result is 0 (non-blocker). The compound is COc1ccc2nccc(NC(=O)[C@]3(O)CC[C@@H](NCc4ccc5c(c4)OCCO5)CC3)c2n1. (5) The drug is Fc1ccccc1Cn1ccc2c(OC3CCN(Cc4ccccn4)CC3)ncnc21. The result is 1 (blocker). (6) The result is 0 (non-blocker). The compound is O=c1ccc2ncc(F)c3c2n1CC3(O)CC12CCC(NCc3ccc4c(c3Cl)OCCO4)(CC1)CO2. (7) The drug is Cc1cccc(C=NNc2cc(N3CCOCC3)nc(OCCc3ccccn3)n2)c1. The result is 0 (non-blocker). (8) The result is 0 (non-blocker). The drug is Cc1ccc(C(=O)N2CCN(c3ccc(OCCCN4CCCCC4)cc3)C(=O)C2)cc1.Cl. (9) The drug is CN(C)CCCn1cc(C2C(=O)NC(=O)C2c2c[nH]c3ccccc23)c2ccccc21. The result is 1 (blocker).